This data is from Catalyst prediction with 721,799 reactions and 888 catalyst types from USPTO. The task is: Predict which catalyst facilitates the given reaction. (1) Reactant: [F:1][C:2]1[CH:7]=[CH:6][C:5]([C:8]2[C:9]([C:21]3[CH:26]=[CH:25][CH:24]=[C:23]([CH3:27])[N:22]=3)=[N:10][N:11]([CH2:13][O:14][CH2:15][CH2:16][Si:17]([CH3:20])([CH3:19])[CH3:18])[CH:12]=2)=[CH:4][C:3]=1B1OC(C)(C)C(C)(C)O1.Br[C:38]1[S:42][C:41]([S:43]([NH2:46])(=[O:45])=[O:44])=[CH:40][CH:39]=1.O. Product: [F:1][C:2]1[CH:7]=[CH:6][C:5]([C:8]2[C:9]([C:21]3[CH:26]=[CH:25][CH:24]=[C:23]([CH3:27])[N:22]=3)=[N:10][N:11]([CH2:13][O:14][CH2:15][CH2:16][Si:17]([CH3:20])([CH3:18])[CH3:19])[CH:12]=2)=[CH:4][C:3]=1[C:38]1[S:42][C:41]([S:43]([NH2:46])(=[O:45])=[O:44])=[CH:40][CH:39]=1. The catalyst class is: 57. (2) Reactant: C([O:8][N:9]1[C:14]2[N:15]=[CH:16][N:17]=[C:18]([CH3:19])[C:13]=2[C:12]([NH:20][CH2:21][C:22]2[CH:36]=[CH:35][CH:34]=[CH:33][C:23]=2[CH2:24][NH:25][C:26](=[O:32])[O:27][C:28]([CH3:31])([CH3:30])[CH3:29])=[CH:11][C:10]1=[O:37])C1C=CC=CC=1.[H][H]. Product: [OH:8][N:9]1[C:14]2[N:15]=[CH:16][N:17]=[C:18]([CH3:19])[C:13]=2[C:12]([NH:20][CH2:21][C:22]2[CH:36]=[CH:35][CH:34]=[CH:33][C:23]=2[CH2:24][NH:25][C:26](=[O:32])[O:27][C:28]([CH3:29])([CH3:30])[CH3:31])=[CH:11][C:10]1=[O:37]. The catalyst class is: 352. (3) Reactant: [BH4-].[Na+].[CH3:3][O:4][C:5]([C:7]1[CH:11]=[CH:10][O:9][C:8]=1[CH2:12][C:13](OC)=[O:14])=[O:6].O. Product: [OH:14][CH2:13][CH2:12][C:8]1[O:9][CH:10]=[CH:11][C:7]=1[C:5]([O:4][CH3:3])=[O:6]. The catalyst class is: 5. (4) Reactant: [Cl:1][C:2]1[N:12]=[CH:11][C:10]([CH2:13][N:14]2[C:18]([CH3:19])=[C:17]([C:20]3[CH:25]=[CH:24][C:23]([C:26]#[N:27])=[CH:22][CH:21]=3)[C:16]([C:28]#[N:29])=[C:15]2[CH:30]=[O:31])=[CH:9][C:3]=1[C:4]([O:6][CH2:7][CH3:8])=[O:5].C1(C)C(S([CH2:41][N+:42]#[C-:43])(=O)=O)=CC=CC=1.C(=O)([O-])[O-].[K+].[K+].[Cl-].[Na+]. Product: [Cl:1][C:2]1[N:12]=[CH:11][C:10]([CH2:13][N:14]2[C:18]([CH3:19])=[C:17]([C:20]3[CH:21]=[CH:22][C:23]([C:26]#[N:27])=[CH:24][CH:25]=3)[C:16]([C:28]#[N:29])=[C:15]2[C:30]2[O:31][CH:43]=[N:42][CH:41]=2)=[CH:9][C:3]=1[C:4]([O:6][CH2:7][CH3:8])=[O:5]. The catalyst class is: 8. (5) Reactant: [CH3:1][O:2][C:3](=[O:22])[CH2:4][NH:5][C:6]([C:8]1[C:13]([OH:14])=[CH:12][C:11](OS(C(F)(F)F)=O)=[CH:10][N:9]=1)=[O:7].[Cl:23][C:24]1[CH:25]=[C:26](B(O)O)[CH:27]=[CH:28][CH:29]=1.[O-]P([O-])([O-])=O.[K+].[K+].[K+]. The catalyst class is: 75. Product: [CH3:1][O:2][C:3](=[O:22])[CH2:4][NH:5][C:6]([C:8]1[C:13]([OH:14])=[CH:12][C:11]([C:28]2[CH:27]=[CH:26][CH:25]=[C:24]([Cl:23])[CH:29]=2)=[CH:10][N:9]=1)=[O:7]. (6) Reactant: O1C=CC([C:6]2S[C:9]([S:11]([N:14]3[CH2:23][CH2:22][C:21]4[C:16](=[CH:17][CH:18]=[C:19]([C:24]([O:26]C)=O)[CH:20]=4)[CH2:15]3)(=[O:13])=[O:12])=[CH:8][CH:7]=2)=N1.CO.Cl.[NH2:31][OH:32].[OH-].[K+]. Product: [CH2:9]([S:11]([N:14]1[CH2:23][CH2:22][C:21]2[C:16](=[CH:17][CH:18]=[C:19]([C:24]([NH:31][OH:32])=[O:26])[CH:20]=2)[CH2:15]1)(=[O:12])=[O:13])[CH2:8][CH2:7][CH3:6]. The catalyst class is: 16. (7) Reactant: [N:1]1[CH:6]=[CH:5][CH:4]=[CH:3][CH:2]=1.[Cl:7][CH:8]([Cl:12])[C:9]([OH:11])=[O:10]. Product: [Cl:7][CH:8]([Cl:12])[C:9]([O-:11])=[O:10].[NH+:1]1[CH:6]=[CH:5][CH:4]=[CH:3][CH:2]=1. The catalyst class is: 4. (8) Reactant: [CH3:1][C:2]1[C:10]2[NH:9][C:8]3[CH2:11][CH2:12][N:13]4[C@@H:17]([C:7]=3[C:6]=2[CH:5]=[C:4]([CH3:18])[CH:3]=1)[CH2:16][CH2:15][CH2:14]4.[H-].[Na+].[CH:21]1([C:27]2([CH3:30])[CH2:29][O:28]2)[CH2:26][CH2:25][CH2:24][CH2:23][CH2:22]1. Product: [CH:21]1([C:27]([OH:28])([CH3:30])[CH2:29][N:9]2[C:10]3[C:2]([CH3:1])=[CH:3][C:4]([CH3:18])=[CH:5][C:6]=3[C:7]3[C@@H:17]4[N:13]([CH2:12][CH2:11][C:8]2=3)[CH2:14][CH2:15][CH2:16]4)[CH2:26][CH2:25][CH2:24][CH2:23][CH2:22]1. The catalyst class is: 3. (9) Reactant: [C:1]([C:4]1[CH:9]=[C:8]([O:10][C:11]2[CH:16]=[CH:15][C:14]([NH:17][C:18]3[C:23]([C:24]([NH:26][C:27]4[CH:32]=[CH:31][C:30]([F:33])=[CH:29][C:28]=4[F:34])=[O:25])=[CH:22][N:21]=[C:20](S(C)(=O)=O)[N:19]=3)=[CH:13][C:12]=2[F:39])[CH:7]=[CH:6][N:5]=1)(=[O:3])[NH2:2].[C-:40]#[N:41].[K+]. Product: [C:1]([C:4]1[CH:9]=[C:8]([O:10][C:11]2[CH:16]=[CH:15][C:14]([NH:17][C:18]3[C:23]([C:24]([NH:26][C:27]4[CH:32]=[CH:31][C:30]([F:33])=[CH:29][C:28]=4[F:34])=[O:25])=[CH:22][N:21]=[C:20]([C:40]#[N:41])[N:19]=3)=[CH:13][C:12]=2[F:39])[CH:7]=[CH:6][N:5]=1)(=[O:3])[NH2:2]. The catalyst class is: 3. (10) Reactant: [NH2:1][C:2]1[O:3][CH2:4][C@:5]2([N:32]=1)[C:18]1[CH:17]=[C:16]([C:19]3[CH:20]=[N:21][CH:22]=[N:23][CH:24]=3)[C:15]([F:25])=[CH:14][C:13]=1[O:12][C:11]1[C:6]2=[CH:7][C:8]([C:26]#[C:27][C:28]([CH3:31])([OH:30])[CH3:29])=[CH:9][CH:10]=1. Product: [NH2:1][C:2]1[O:3][CH2:4][C@:5]2([N:32]=1)[C:18]1[CH:17]=[C:16]([C:19]3[CH:24]=[N:23][CH:22]=[N:21][CH:20]=3)[C:15]([F:25])=[CH:14][C:13]=1[O:12][C:11]1[C:6]2=[CH:7][C:8]([CH2:26][CH2:27][C:28]([CH3:29])([OH:30])[CH3:31])=[CH:9][CH:10]=1. The catalyst class is: 19.